From a dataset of Catalyst prediction with 721,799 reactions and 888 catalyst types from USPTO. Predict which catalyst facilitates the given reaction. (1) Reactant: Br[C:2]1[C:11]2[C:6](=[CH:7][CH:8]=[CH:9][CH:10]=2)[CH:5]=[N:4][CH:3]=1.[NH2:12][C:13]1[CH:27]=[CH:26][C:16]([C:17]([C:19]2[CH:24]=[CH:23][CH:22]=[CH:21][C:20]=2[CH3:25])=[O:18])=[C:15]([Cl:28])[CH:14]=1.C(O[Na])(C)(C)C. Product: [Cl:28][C:15]1[CH:14]=[C:13]([NH:12][C:2]2[C:11]3[C:6](=[CH:7][CH:8]=[CH:9][CH:10]=3)[CH:5]=[N:4][CH:3]=2)[CH:27]=[CH:26][C:16]=1[C:17]([C:19]1[CH:24]=[CH:23][CH:22]=[CH:21][C:20]=1[CH3:25])=[O:18]. The catalyst class is: 12. (2) Reactant: Br[CH2:2][CH2:3][O:4][CH3:5].[N+:6]([C:9]1[CH:14]=[CH:13][C:12]([N:15]2[CH2:20][CH2:19][NH:18][CH2:17][CH2:16]2)=[CH:11][CH:10]=1)([O-:8])=[O:7].CCN(CC)CC. Product: [CH3:5][O:4][CH2:3][CH2:2][N:18]1[CH2:19][CH2:20][N:15]([C:12]2[CH:11]=[CH:10][C:9]([N+:6]([O-:8])=[O:7])=[CH:14][CH:13]=2)[CH2:16][CH2:17]1. The catalyst class is: 3. (3) Product: [N:1]1([NH2:16])[C:5]2=[N:6][CH:7]=[CH:8][CH:9]=[C:4]2[CH:3]=[CH:2]1. The catalyst class is: 215. Reactant: [NH:1]1[C:5]2=[N:6][CH:7]=[CH:8][CH:9]=[C:4]2[CH:3]=[CH:2]1.CC(C)([O-])C.[K+].[NH2:16]Cl.